Dataset: Full USPTO retrosynthesis dataset with 1.9M reactions from patents (1976-2016). Task: Predict the reactants needed to synthesize the given product. (1) Given the product [C:24]([O:15][CH:12]1[CH2:13][CH2:14][C@@H:9]([NH:8][C:6]([O:5][C:1]([CH3:4])([CH3:3])[CH3:2])=[O:7])[C@@H:10]([NH:16][C:17]([O:19][C:20]([CH3:23])([CH3:22])[CH3:21])=[O:18])[CH2:11]1)(=[O:26])[CH3:25], predict the reactants needed to synthesize it. The reactants are: [C:1]([O:5][C:6]([NH:8][C@@H:9]1[CH2:14][CH2:13][CH:12]([OH:15])[CH2:11][C@@H:10]1[NH:16][C:17]([O:19][C:20]([CH3:23])([CH3:22])[CH3:21])=[O:18])=[O:7])([CH3:4])([CH3:3])[CH3:2].[C:24](OC(=O)C)(=[O:26])[CH3:25].Cl.C(OCC)(=O)C. (2) Given the product [Cl:1][C:2]1[CH:3]=[N:4][C:5]2[N:6]([N:8]=[C:9]([C:11]([N:22]3[CH2:21][CH2:20][N:19]4[C:15]([CH3:14])=[CH:16][N:17]=[C:18]4[CH2:23]3)=[O:13])[CH:10]=2)[CH:7]=1, predict the reactants needed to synthesize it. The reactants are: [Cl:1][C:2]1[CH:3]=[N:4][C:5]2[N:6]([N:8]=[C:9]([C:11]([OH:13])=O)[CH:10]=2)[CH:7]=1.[CH3:14][C:15]1[N:19]2[CH2:20][CH2:21][NH:22][CH2:23][C:18]2=[N:17][CH:16]=1. (3) Given the product [ClH:1].[ClH:1].[F:21][C:22]1[CH:23]=[C:24]([C:2]2[CH:7]=[CH:6][N:5]=[C:4]([N:8]3[CH2:9][CH2:10][NH:11][CH2:12][CH2:13]3)[N:3]=2)[CH:25]=[CH:26][C:27]=1[F:28], predict the reactants needed to synthesize it. The reactants are: [Cl:1][C:2]1[CH:7]=[CH:6][N:5]=[C:4]([N:8]2[CH2:13][CH2:12][N:11](C(OC(C)(C)C)=O)[CH2:10][CH2:9]2)[N:3]=1.[F:21][C:22]1[CH:23]=[C:24](B(O)O)[CH:25]=[CH:26][C:27]=1[F:28]. (4) The reactants are: Cl.[C:2]([OH:5])(=[O:4])[CH3:3].C[CH:7](C)[CH2:8][N:9]([CH2:23][C:24]1[CH:29]=[CH:28][CH:27]=[CH:26][C:25]=1[C:30]([F:33])([F:32])[F:31])[CH:10]1[CH2:15][CH2:14][N:13](C([O:18][C:19]([CH3:22])(C)C)=O)[CH2:12][CH2:11]1.[O:35]1CCOC[CH2:36]1. Given the product [C:19]([OH:18])(=[O:35])/[CH:22]=[CH:3]/[C:2]([OH:5])=[O:4].[CH3:36][CH:8]([N:9]([CH2:23][C:24]1[CH:29]=[CH:28][CH:27]=[CH:26][C:25]=1[C:30]([F:32])([F:31])[F:33])[CH:10]1[CH2:11][CH2:12][NH:13][CH2:14][CH2:15]1)[CH3:7], predict the reactants needed to synthesize it. (5) Given the product [CH2:29]([NH:1][CH2:2][C@@H:3]1[C@@H:7]([F:8])[CH2:6][N:5]([C:9]([O:11][CH2:12][C:13]2[CH:18]=[CH:17][CH:16]=[CH:15][CH:14]=2)=[O:10])[CH2:4]1)[C:30]1[CH:35]=[CH:34][CH:33]=[CH:32][CH:31]=1, predict the reactants needed to synthesize it. The reactants are: [NH2:1][CH2:2][C@@H:3]1[C@@H:7]([F:8])[CH2:6][N:5]([C:9]([O:11][CH2:12][C:13]2[CH:18]=[CH:17][CH:16]=[CH:15][CH:14]=2)=[O:10])[CH2:4]1.NCC1CN(C(O[CH2:29][C:30]2[CH:35]=[CH:34][CH:33]=[CH:32][CH:31]=2)=O)CC=1.C(=O)C1C=CC=CC=1.Cl.[OH-].[Na+]. (6) Given the product [OH:1][CH2:2][C:3]1[O:7][N:6]=[C:5]([CH:8]([CH2:28][CH3:29])[CH2:9][C@@H:10]([C:21]([O:23][C:24]([CH3:25])([CH3:27])[CH3:26])=[O:22])[C:11]([O:13][CH2:14][C:15]2[CH:20]=[CH:19][CH:18]=[CH:17][CH:16]=2)=[O:12])[C:4]=1[I:30], predict the reactants needed to synthesize it. The reactants are: [OH:1][CH2:2][C:3]1[O:7][N:6]=[C:5]([CH:8]([CH2:28][CH3:29])[CH2:9][C@@H:10]([C:21]([O:23][C:24]([CH3:27])([CH3:26])[CH3:25])=[O:22])[C:11]([O:13][CH2:14][C:15]2[CH:20]=[CH:19][CH:18]=[CH:17][CH:16]=2)=[O:12])[CH:4]=1.[I:30]N1C(=O)CCC1=O.[N+]([O-])([O-])=O.[Ce+4].[NH4+].[N+]([O-])([O-])=O.[N+]([O-])([O-])=O.[N+]([O-])([O-])=O.[N+]([O-])([O-])=O.S([O-])([O-])=O.[Na+].[Na+]. (7) Given the product [F:23][C:2]([F:22])([F:1])[C:3]1[CH:4]=[C:5]([NH:9][C:10]2[NH:11][C:12]([C:15]3[CH:20]=[CH:19][C:18]([O:21][C:35]4[N:34]=[CH:33][N:32]=[C:31]([NH2:30])[CH:36]=4)=[CH:17][CH:16]=3)=[N:13][N:14]=2)[CH:6]=[CH:7][CH:8]=1, predict the reactants needed to synthesize it. The reactants are: [F:1][C:2]([F:23])([F:22])[C:3]1[CH:4]=[C:5]([NH:9][C:10]2[NH:11][C:12]([C:15]3[CH:20]=[CH:19][C:18]([OH:21])=[CH:17][CH:16]=3)=[N:13][N:14]=2)[CH:6]=[CH:7][CH:8]=1.C([O-])([O-])=O.[Cs+].[Cs+].[NH2:30][C:31]1[CH:36]=[C:35](Cl)[N:34]=[CH:33][N:32]=1.CO.